From a dataset of NCI-60 drug combinations with 297,098 pairs across 59 cell lines. Regression. Given two drug SMILES strings and cell line genomic features, predict the synergy score measuring deviation from expected non-interaction effect. (1) Drug 1: CCC1=C2CN3C(=CC4=C(C3=O)COC(=O)C4(CC)O)C2=NC5=C1C=C(C=C5)O. Drug 2: CC1=C(C(=CC=C1)Cl)NC(=O)C2=CN=C(S2)NC3=CC(=NC(=N3)C)N4CCN(CC4)CCO. Cell line: 786-0. Synergy scores: CSS=28.4, Synergy_ZIP=-0.371, Synergy_Bliss=-1.16, Synergy_Loewe=-30.4, Synergy_HSA=-2.39. (2) Drug 1: C1=CC(=CC=C1CCC2=CNC3=C2C(=O)NC(=N3)N)C(=O)NC(CCC(=O)O)C(=O)O. Drug 2: C1=CC(=C2C(=C1NCCNCCO)C(=O)C3=C(C=CC(=C3C2=O)O)O)NCCNCCO. Cell line: OVCAR-8. Synergy scores: CSS=40.5, Synergy_ZIP=-8.80, Synergy_Bliss=-10.0, Synergy_Loewe=-4.21, Synergy_HSA=-1.92. (3) Drug 1: CC(C)NC(=O)C1=CC=C(C=C1)CNNC.Cl. Drug 2: C(CCl)NC(=O)N(CCCl)N=O. Cell line: HCT-15. Synergy scores: CSS=-15.3, Synergy_ZIP=18.0, Synergy_Bliss=23.0, Synergy_Loewe=-6.07, Synergy_HSA=-3.00.